This data is from Full USPTO retrosynthesis dataset with 1.9M reactions from patents (1976-2016). The task is: Predict the reactants needed to synthesize the given product. (1) Given the product [N:25]1([C:15]([C:14]2[CH:20]=[CH:21][C:11]([C:10]3[C:9]4[C:4](=[CH:5][CH:6]=[C:7]([N+:22]([O-:24])=[O:23])[CH:8]=4)[NH:3][C:2]=3[OH:1])=[N:12][CH:13]=2)=[O:16])[CH2:30][CH2:29][O:28][CH2:27][CH2:26]1, predict the reactants needed to synthesize it. The reactants are: [OH:1][C:2]1[NH:3][C:4]2[C:9]([C:10]=1[C:11]1[CH:21]=[CH:20][C:14]([C:15](OCC)=[O:16])=[CH:13][N:12]=1)=[CH:8][C:7]([N+:22]([O-:24])=[O:23])=[CH:6][CH:5]=2.[NH:25]1[CH2:30][CH2:29][O:28][CH2:27][CH2:26]1.N#N.C[Al](C)C. (2) Given the product [C:31]([OH:38])(=[O:37])/[CH:32]=[CH:33]\[C:34]([OH:36])=[O:35].[CH3:1][O:2][C:3]1[CH:26]=[CH:25][C:6]([CH2:7][N:8]2[CH2:9][CH2:10][CH:11](/[CH:14]=[C:15]3/[C:16]([NH:21][CH2:22][C:23]#[CH:24])=[N:17][C:18](=[O:20])[S:19]/3)[CH2:12][CH2:13]2)=[C:5]([C:27]([F:30])([F:29])[F:28])[CH:4]=1, predict the reactants needed to synthesize it. The reactants are: [CH3:1][O:2][C:3]1[CH:26]=[CH:25][C:6]([CH2:7][N:8]2[CH2:13][CH2:12][CH:11](/[CH:14]=[C:15]3/[C:16]([NH:21][CH2:22][C:23]#[CH:24])=[N:17][C:18](=[O:20])[S:19]/3)[CH2:10][CH2:9]2)=[C:5]([C:27]([F:30])([F:29])[F:28])[CH:4]=1.[C:31]([OH:38])(=[O:37])/[CH:32]=[CH:33]\[C:34]([OH:36])=[O:35]. (3) Given the product [F:1][C:2]1[C:3]([N:13]2[CH2:14][CH2:15][N:16]([CH:19]([CH3:21])[CH3:20])[CH2:17][CH2:18]2)=[CH:4][C:5]([O:11][CH3:12])=[C:6]([CH:7]=1)[NH2:8], predict the reactants needed to synthesize it. The reactants are: [F:1][C:2]1[CH:7]=[C:6]([N+:8]([O-])=O)[C:5]([O:11][CH3:12])=[CH:4][C:3]=1[N:13]1[CH2:18][CH2:17][N:16]([CH:19]([CH3:21])[CH3:20])[CH2:15][CH2:14]1.O.NN. (4) Given the product [F:13][C:14]1[CH:19]=[C:18]([F:20])[C:17]([F:21])=[CH:16][C:15]=1[C:22]1[CH2:31][CH2:30][C:25]2([O:26][CH2:27][CH2:28][O:29]2)[CH2:24][CH:23]=1, predict the reactants needed to synthesize it. The reactants are: O.C1(C)C=CC(S(O)(=O)=O)=CC=1.[F:13][C:14]1[CH:19]=[C:18]([F:20])[C:17]([F:21])=[CH:16][C:15]=1[C:22]1(O)[CH2:31][CH2:30][C:25]2([O:29][CH2:28][CH2:27][O:26]2)[CH2:24][CH2:23]1.[OH-].[Na+]. (5) Given the product [Cl:20][C:5]1[C:4]([CH3:21])=[C:3]([C:25]2[CH:26]=[CH:27][N:22]=[CH:23][CH:24]=2)[C:8]([C:9]2[CH:14]=[C:13]([F:15])[CH:12]=[C:11]([F:16])[CH:10]=2)=[C:7]([C:17](=[O:19])[CH3:18])[CH:6]=1, predict the reactants needed to synthesize it. The reactants are: [Na].Br[C:3]1[C:8]([C:9]2[CH:14]=[C:13]([F:15])[CH:12]=[C:11]([F:16])[CH:10]=2)=[C:7]([C:17](=[O:19])[CH3:18])[CH:6]=[C:5]([Cl:20])[C:4]=1[CH3:21].[N:22]1[CH:27]=[CH:26][C:25](B(O)O)=[CH:24][CH:23]=1. (6) Given the product [F:18][C:15]([F:16])([F:17])[C:10]1[CH:11]=[CH:12][CH:13]=[CH:14][C:9]=1[CH2:8][C:7]1[CH:6]=[N:5][NH:4][C:3](=[O:19])[CH:2]=1, predict the reactants needed to synthesize it. The reactants are: Cl[C:2]1[C:3](=[O:19])[NH:4][N:5]=[CH:6][C:7]=1[CH2:8][C:9]1[CH:14]=[CH:13][CH:12]=[CH:11][C:10]=1[C:15]([F:18])([F:17])[F:16].[OH-].[Na+].[H][H]. (7) Given the product [C:26]([CH:2]1[CH2:8][CH:7]2[N:9]([C:10]([O:12][C:13]([CH3:16])([CH3:15])[CH3:14])=[O:11])[CH:4]([CH2:5][CH2:6]2)[CH2:3]1)#[N:27], predict the reactants needed to synthesize it. The reactants are: O=[C:2]1[CH2:8][CH:7]2[N:9]([C:10]([O:12][C:13]([CH3:16])([CH3:15])[CH3:14])=[O:11])[CH:4]([CH2:5][CH2:6]2)[CH2:3]1.C1(C)C=CC(S([CH2:26][N+:27]#[C-])(=O)=O)=CC=1.CC(C)([O-])C.[K+].C(O)C. (8) Given the product [NH2:9][C:10]1[CH:18]=[C:17]2[C:13]([CH:14]=[CH:15][N:16]2[CH2:2][CH2:1][C:3]2[CH:8]=[CH:7][N:6]=[CH:5][CH:4]=2)=[CH:12][CH:11]=1, predict the reactants needed to synthesize it. The reactants are: [CH:1]([C:3]1[CH:8]=[CH:7][N:6]=[CH:5][CH:4]=1)=[CH2:2].[NH2:9][C:10]1[CH:18]=[C:17]2[C:13]([CH:14]=[CH:15][NH:16]2)=[CH:12][CH:11]=1. (9) Given the product [CH3:15][CH:14]([C:2]1[CH:3]=[C:4]([CH:9]=[CH:10][CH:11]=1)[C:5]([O:7][CH3:8])=[O:6])[CH:13]=[CH2:12], predict the reactants needed to synthesize it. The reactants are: Br[C:2]1[CH:3]=[C:4]([CH:9]=[CH:10][CH:11]=1)[C:5]([O:7][CH3:8])=[O:6].[CH2:12]([Sn]([CH2:12][CH2:13][CH2:14][CH3:15])([CH2:12][CH2:13][CH2:14][CH3:15])C/C=C/C)[CH2:13][CH2:14][CH3:15].O.